From a dataset of KCNQ2 potassium channel screen with 302,405 compounds. Binary Classification. Given a drug SMILES string, predict its activity (active/inactive) in a high-throughput screening assay against a specified biological target. (1) The molecule is S(C(C(=O)NCc1cc2OCOc2cc1)C)c1n(c(nn1)c1cccnc1)c1ccccc1. The result is 0 (inactive). (2) The molecule is s1c(nc2c1cccc2)CN1CC(N(CC1)Cc1c(OCC)cccc1)CCO. The result is 0 (inactive). (3) The drug is S(Cc1cc(C2C(=C(OC(N)=C2C#N)C)C(OCC)=O)ccc1OC)c1ncccc1. The result is 0 (inactive). (4) The drug is s1c(NC(=O)C2CCCCC2)nc2c3c(onc3c3c([N+]([O-])=O)cccc3)ccc12. The result is 0 (inactive). (5) The drug is Clc1c(CSc2n(c(=O)c3SCCc3n2)C)c(F)ccc1. The result is 0 (inactive). (6) The drug is S(=O)(=O)(n1c2c(c(c1)/C=C(/NC(=O)c1ccc(OC)cc1)C(=O)N(CC)CC)cccc2)N(C)C. The result is 0 (inactive). (7) The drug is Fc1c(c2onc(n2)c2ccccc2)cccc1. The result is 0 (inactive). (8) The molecule is Clc1c(N(n2c(nn(c2=O)CC#N)C)C)ncc(c1)C(F)(F)F. The result is 0 (inactive).